This data is from Retrosynthesis with 50K atom-mapped reactions and 10 reaction types from USPTO. The task is: Predict the reactants needed to synthesize the given product. Given the product CS(=O)(=O)N1C[C@H](O)C[C@H]1CO, predict the reactants needed to synthesize it. The reactants are: CCOC(=O)[C@@H]1C[C@@H](O)CN1S(C)(=O)=O.